From a dataset of Catalyst prediction with 721,799 reactions and 888 catalyst types from USPTO. Predict which catalyst facilitates the given reaction. Reactant: [CH3:1][C:2]1[CH:3]=[CH:4][C:5]([CH2:8]O)=[N:6][CH:7]=1.S(Cl)([Cl:12])=O. Product: [Cl:12][CH2:8][C:5]1[CH:4]=[CH:3][C:2]([CH3:1])=[CH:7][N:6]=1. The catalyst class is: 2.